This data is from Catalyst prediction with 721,799 reactions and 888 catalyst types from USPTO. The task is: Predict which catalyst facilitates the given reaction. (1) Reactant: C([N:3]1[CH2:8][CH2:7][N:6]([CH2:9][CH2:10][S:11][C:12]2[NH:13][C:14]3[CH:20]=[CH:19][CH:18]=[CH:17][C:15]=3[N:16]=2)[CH2:5][CH2:4]1)=O.[ClH:21]. Product: [ClH:21].[ClH:21].[ClH:21].[N:13]1[C:14]2[CH:20]=[CH:19][CH:18]=[CH:17][C:15]=2[NH:16][C:12]=1[S:11][CH2:10][CH2:9][N:6]1[CH2:7][CH2:8][NH:3][CH2:4][CH2:5]1. The catalyst class is: 5. (2) Reactant: C([O:5][C:6](=[O:38])[CH2:7][CH2:8][N:9]([S:14]([C:17]1[CH:22]=[CH:21][C:20]([CH:23]([C:30](=[O:37])[NH:31][C:32]2[S:33][CH:34]=[N:35][N:36]=2)[CH2:24][CH:25]2[CH2:29][CH2:28][CH2:27][CH2:26]2)=[CH:19][CH:18]=1)(=[O:16])=[O:15])[CH2:10][CH2:11][O:12][CH3:13])(C)(C)C.FC(F)(F)C(O)=O. Product: [CH:25]1([CH2:24][CH:23]([C:20]2[CH:21]=[CH:22][C:17]([S:14]([N:9]([CH2:10][CH2:11][O:12][CH3:13])[CH2:8][CH2:7][C:6]([OH:38])=[O:5])(=[O:16])=[O:15])=[CH:18][CH:19]=2)[C:30](=[O:37])[NH:31][C:32]2[S:33][CH:34]=[N:35][N:36]=2)[CH2:29][CH2:28][CH2:27][CH2:26]1. The catalyst class is: 2. (3) Reactant: C1C(=O)N([Br:8])C(=O)C1.CC(N=NC(C#N)(C)C)(C#N)C.[Br:21][C:22]1[CH:31]=[CH:30][C:25]([C:26]([O:28][CH3:29])=[O:27])=[CH:24][C:23]=1[CH3:32].O. Product: [Br:21][C:22]1[CH:31]=[CH:30][C:25]([C:26]([O:28][CH3:29])=[O:27])=[CH:24][C:23]=1[CH2:32][Br:8]. The catalyst class is: 22. (4) Reactant: [CH:1]1([NH:4][C:5](=[O:47])[NH:6][C:7]2[CH:45]=[CH:44][C:10]([O:11][C:12]3[CH:17]=[CH:16][N:15]=[C:14]4[CH:18]=[C:19]([C:21]5[N:26]=[CH:25][C:24]([CH2:27][N:28]6[CH2:33][CH2:32][CH:31]([NH:34][C:35](=O)[O:36]C7C=CC=CC=7)[CH2:30][CH2:29]6)=[CH:23][CH:22]=5)[S:20][C:13]=34)=[C:9]([F:46])[CH:8]=2)[CH2:3][CH2:2]1.[CH3:48][N:49]1[CH2:54][CH2:53][NH:52][CH2:51][CH2:50]1.C([O-])(O)=O.[Na+]. Product: [CH:1]1([NH:4][C:5](=[O:47])[NH:6][C:7]2[CH:45]=[CH:44][C:10]([O:11][C:12]3[CH:17]=[CH:16][N:15]=[C:14]4[CH:18]=[C:19]([C:21]5[N:26]=[CH:25][C:24]([CH2:27][N:28]6[CH2:29][CH2:30][CH:31]([NH:34][C:35]([N:52]7[CH2:53][CH2:54][N:49]([CH3:48])[CH2:50][CH2:51]7)=[O:36])[CH2:32][CH2:33]6)=[CH:23][CH:22]=5)[S:20][C:13]=34)=[C:9]([F:46])[CH:8]=2)[CH2:3][CH2:2]1. The catalyst class is: 163. (5) Reactant: [Cl:1][C:2]1[CH:7]=[C:6]([CH2:8][CH2:9][OH:10])[CH:5]=[C:4]([Cl:11])[C:3]=1[OH:12].CC(C)([O-])C.[K+].[Cl:19][C:20]1[N:21]=[N:22][C:23](Cl)=[CH:24][C:25]=1[CH:26]([CH3:28])[CH3:27]. The catalyst class is: 80. Product: [Cl:1][C:2]1[CH:7]=[C:6]([CH2:8][CH2:9][OH:10])[CH:5]=[C:4]([Cl:11])[C:3]=1[O:12][C:23]1[N:22]=[N:21][C:20]([Cl:19])=[C:25]([CH:26]([CH3:28])[CH3:27])[CH:24]=1.